This data is from Forward reaction prediction with 1.9M reactions from USPTO patents (1976-2016). The task is: Predict the product of the given reaction. (1) Given the reactants FC(F)(F)S(O[C:7]1[CH:12]=[C:11]([Cl:13])[C:10]([CH2:14][CH:15]2[CH2:19][CH2:18][N:17]([CH:20]3[CH2:25][CH2:24][CH2:23][CH2:22][CH2:21]3)[C:16]2=[O:26])=[C:9]([Cl:27])[CH:8]=1)(=O)=O.[CH2:30]([N:34]1[CH:38]=[C:37](B2OC(C)(C)C(C)(C)O2)[CH:36]=[N:35]1)[CH:31]([CH3:33])[CH3:32].C(=O)([O-])[O-].[Na+].[Na+], predict the reaction product. The product is: [CH:20]1([N:17]2[CH2:18][CH2:19][CH:15]([CH2:14][C:10]3[C:11]([Cl:13])=[CH:12][C:7]([C:37]4[CH:36]=[N:35][N:34]([CH2:30][CH:31]([CH3:33])[CH3:32])[CH:38]=4)=[CH:8][C:9]=3[Cl:27])[C:16]2=[O:26])[CH2:25][CH2:24][CH2:23][CH2:22][CH2:21]1. (2) Given the reactants C(OC([N:8]1[CH2:13][CH2:12][CH:11]([OH:14])[CH2:10][CH2:9]1)=O)(C)(C)C.[F:15][C:16]([F:33])([F:32])[O:17][C:18]1[CH:31]=[CH:30][C:21]([O:22][C:23]2[CH:28]=[CH:27][C:26](O)=[CH:25][CH:24]=2)=[CH:20][CH:19]=1.C1(P(C2C=CC=CC=2)C2C=CC=CC=2)C=CC=CC=1.CC(OC(/N=N/C(OC(C)C)=O)=O)C.[ClH:67], predict the reaction product. The product is: [ClH:67].[F:15][C:16]([F:32])([F:33])[O:17][C:18]1[CH:31]=[CH:30][C:21]([O:22][C:23]2[CH:28]=[CH:27][C:26]([O:14][CH:11]3[CH2:10][CH2:9][NH:8][CH2:13][CH2:12]3)=[CH:25][CH:24]=2)=[CH:20][CH:19]=1. (3) Given the reactants [NH2:1][C:2]1[C:3](Cl)=[N:4][CH:5]=[CH:6][CH:7]=1.[N+:9]([C:12]1[CH:13]=[C:14]([CH:16]=[CH:17][CH:18]=1)[NH2:15])([O-:11])=[O:10], predict the reaction product. The product is: [NH2:1][C:2]1[C:3]([NH:15][C:14]2[CH:16]=[CH:17][CH:18]=[C:12]([N+:9]([O-:11])=[O:10])[CH:13]=2)=[N:4][CH:5]=[CH:6][CH:7]=1. (4) Given the reactants [O:1]1[C:5]2[CH:6]=[CH:7][CH:8]=[CH:9][C:4]=2[NH:3][C:2]1=[O:10].[Br:11]Br, predict the reaction product. The product is: [Br:11][C:7]1[CH:8]=[CH:9][C:4]2[NH:3][C:2](=[O:10])[O:1][C:5]=2[CH:6]=1. (5) Given the reactants OC[C@H](NC(=O)OC(C)(C)C)C(C)C.[NH2:15][CH2:16][C@@H:17]([NH:21][C:22](=[O:28])[O:23][C:24]([CH3:27])([CH3:26])[CH3:25])[CH:18]([CH3:20])[CH3:19], predict the reaction product. The product is: [NH2:15][CH2:16][C@H:17]([NH:21][C:22](=[O:28])[O:23][C:24]([CH3:25])([CH3:27])[CH3:26])[CH:18]([CH3:20])[CH3:19]. (6) Given the reactants Cl[C:2]1[N:7]=[CH:6][N:5]=[C:4]([NH:8][C:9]2[CH:14]=[N:13][CH:12]=[CH:11][N:10]=2)[CH:3]=1.[NH:15]1[CH2:20][CH2:19][CH:18]([CH2:21][NH:22]C(=O)OC(C)(C)C)[CH2:17][CH2:16]1.C(N(CC)CC)C, predict the reaction product. The product is: [NH2:22][CH2:21][CH:18]1[CH2:19][CH2:20][N:15]([C:2]2[N:7]=[CH:6][N:5]=[C:4]([NH:8][C:9]3[CH:14]=[N:13][CH:12]=[CH:11][N:10]=3)[CH:3]=2)[CH2:16][CH2:17]1.